This data is from Full USPTO retrosynthesis dataset with 1.9M reactions from patents (1976-2016). The task is: Predict the reactants needed to synthesize the given product. Given the product [F:1][C:2]1[CH:8]=[CH:7][C:6]([S:9]([CH3:12])(=[O:11])=[O:10])=[CH:5][C:3]=1[I:18], predict the reactants needed to synthesize it. The reactants are: [F:1][C:2]1[CH:8]=[CH:7][C:6]([S:9]([CH3:12])(=[O:11])=[O:10])=[CH:5][C:3]=1N.Cl.N([O-])=O.[Na+].[I-:18].[K+].